From a dataset of Reaction yield outcomes from USPTO patents with 853,638 reactions. Predict the reaction yield, written as a fraction of the theoretical maximum amount of product (1.0 means a 100% yield; for example, 0.34 means a 34% yield). (1) The reactants are Br[C:2]1[CH:3]=[N:4][C:5]2[NH:14][C:13](=[O:15])[C@H:12]3[N:8]([CH2:9][CH2:10][CH2:11]3)[CH2:7][C:6]=2[CH:16]=1.[C:17]([O:21][C:22]([CH3:25])([CH3:24])[CH3:23])(=[O:20])[CH:18]=[CH2:19].C(N(C(C)C)C(C)C)C.CC1C=CC=CC=1P(C1C=CC=CC=1C)C1C=CC=CC=1C. The catalyst is C(#N)CC.CN(C=O)C.C(Cl)Cl.CC([O-])=O.CC([O-])=O.[Pd+2]. The product is [C:22]([O:21][C:17](=[O:20])/[CH:18]=[CH:19]/[C:2]1[CH:3]=[N:4][C:5]2[NH:14][C:13](=[O:15])[C@H:12]3[N:8]([CH2:9][CH2:10][CH2:11]3)[CH2:7][C:6]=2[CH:16]=1)([CH3:25])([CH3:24])[CH3:23]. The yield is 0.400. (2) The reactants are [CH3:1][C:2]1[CH:3]=[CH:4][CH:5]=[C:6]([OH:13])[C:7]=1[C:8]([O:10][CH2:11][CH3:12])=[O:9].O.[OH-].[Li+].S(OC)(O[CH3:21])(=O)=O. The catalyst is C1COCC1.C(OCC)C. The product is [CH3:21][O:13][C:6]1[CH:5]=[CH:4][CH:3]=[C:2]([CH3:1])[C:7]=1[C:8]([O:10][CH2:11][CH3:12])=[O:9]. The yield is 0.910. (3) The reactants are [Cl:1][C:2]1[CH:3]=[CH:4][C:5]([NH:29][C:30]([CH:32]2[CH2:34][CH2:33]2)=[O:31])=[C:6]2[C:10]=1[CH2:9][N:8]([CH:11]([C:17]1[CH:22]=[CH:21][C:20]([O:23][CH3:24])=[C:19]([O:25][CH2:26][CH3:27])[CH:18]=1)[CH2:12][C:13](=[O:16])[NH:14][OH:15])[C:7]2=[O:28].[C:35](OC(=O)C)(=[O:37])[CH3:36]. The catalyst is CC#N. The product is [C:35]([O:15][NH:14][C:13]([CH2:12][C@@H:11]([N:8]1[C:7](=[O:28])[C:6]2[C:10](=[C:2]([Cl:1])[CH:3]=[CH:4][C:5]=2[NH:29][C:30]([CH:32]2[CH2:33][CH2:34]2)=[O:31])[CH2:9]1)[C:17]1[CH:22]=[CH:21][C:20]([O:23][CH3:24])=[C:19]([O:25][CH2:26][CH3:27])[CH:18]=1)=[O:16])(=[O:37])[CH3:36]. The yield is 0.800. (4) The reactants are N[CH2:2][CH2:3][N:4]([CH2:25][CH2:26][CH:27]([C:34]1[CH:39]=[CH:38][CH:37]=[CH:36][CH:35]=1)[C:28]1[CH:33]=[CH:32][CH:31]=[CH:30][CH:29]=1)[C:5]([NH:7][C:8]1[S:9][C:10]([Cl:24])=[C:11]([C:13]2[CH:18]=[CH:17][C:16]([NH:19][S:20]([CH3:23])(=[O:22])=[O:21])=[CH:15][CH:14]=2)[N:12]=1)=[O:6].N[C@@H]1CCCN(C(OC(C)(C)C)=O)C1.C(O[BH-](OC(=O)C)OC(=O)C)(=O)C.[Na+]. The catalyst is ClCCl. The product is [Cl:24][C:10]1[S:9][C:8]([NH:7][C:5]([N:4]([CH2:25][CH2:26][CH:27]([C:28]2[CH:33]=[CH:32][CH:31]=[CH:30][CH:29]=2)[C:34]2[CH:35]=[CH:36][CH:37]=[CH:38][CH:39]=2)[CH2:3][CH2:2][S:20]([NH2:19])(=[O:22])=[O:21])=[O:6])=[N:12][C:11]=1[C:13]1[CH:14]=[CH:15][C:16]([NH:19][S:20]([CH3:23])(=[O:22])=[O:21])=[CH:17][CH:18]=1. The yield is 0.900. (5) The reactants are C([O:3][C:4](=[O:25])[CH2:5][CH2:6][C:7]1[CH:12]=[CH:11][C:10]([S:13][CH2:14][CH2:15][C@H:16]([O:18]S(C)(=O)=O)[CH3:17])=[CH:9][C:8]=1[CH2:23][CH3:24])C.[Cl:26][C:27]1[CH:32]=[CH:31][C:30](O)=[C:29]([O:34][C:35]2[CH:40]=[CH:39][CH:38]=[CH:37][CH:36]=2)[CH:28]=1. No catalyst specified. The product is [Cl:26][C:27]1[CH:32]=[CH:31][C:30]([O:18][C@@H:16]([CH3:17])[CH2:15][CH2:14][S:13][C:10]2[CH:11]=[CH:12][C:7]([CH2:6][CH2:5][C:4]([OH:3])=[O:25])=[C:8]([CH2:23][CH3:24])[CH:9]=2)=[C:29]([O:34][C:35]2[CH:36]=[CH:37][CH:38]=[CH:39][CH:40]=2)[CH:28]=1. The yield is 0.540. (6) The catalyst is CS(C)=O.[Cu]I. The yield is 0.800. The product is [CH3:1][O:2][C:3]([C:5]1[C:6]2[CH2:7][C:8]([CH3:24])([CH3:23])[CH:9]([C:16]3[CH:21]=[CH:20][CH:19]=[C:18]([N:25]4[CH2:30][CH2:29][O:28][CH2:27][CH2:26]4)[CH:17]=3)[NH:10][C:11]=2[C:12]([F:15])=[CH:13][CH:14]=1)=[O:4]. The reactants are [CH3:1][O:2][C:3]([C:5]1[C:6]2[CH2:7][C:8]([CH3:24])([CH3:23])[CH:9]([C:16]3[CH:21]=[CH:20][CH:19]=[C:18](Br)[CH:17]=3)[NH:10][C:11]=2[C:12]([F:15])=[CH:13][CH:14]=1)=[O:4].[NH:25]1[CH2:30][CH2:29][O:28][CH2:27][CH2:26]1.Cl.CN(C)CC(O)=O.C(=O)([O-])[O-].[K+].[K+]. (7) The yield is 0.810. The catalyst is C(Cl)Cl. The reactants are [Cl:1][C:2]1[CH:3]=[C:4]([CH:9]([CH2:13][CH:14]2[CH2:19][CH2:18][O:17][CH2:16][CH2:15]2)[C:10]([OH:12])=O)[CH:5]=[CH:6][C:7]=1[Cl:8].C(Cl)(=O)C(Cl)=O.[NH2:26][C:27]1[CH:31]=[CH:30][N:29]([CH2:32][C:33]([CH3:36])([OH:35])[CH3:34])[N:28]=1.N1C(C)=CC=CC=1C. The product is [Cl:1][C:2]1[CH:3]=[C:4]([CH:9]([CH2:13][CH:14]2[CH2:19][CH2:18][O:17][CH2:16][CH2:15]2)[C:10]([NH:26][C:27]2[CH:31]=[CH:30][N:29]([CH2:32][C:33]([OH:35])([CH3:34])[CH3:36])[N:28]=2)=[O:12])[CH:5]=[CH:6][C:7]=1[Cl:8]. (8) The reactants are C(=O)(O)[O-].[Na+].O.F[C:8]1[CH:9]=[C:10]([CH:12]=[CH:13][C:14]=1[N:15]1[CH2:20][CH2:19][O:18][CH2:17][CH2:16]1)[NH2:11].[C:21](Cl)([O:23][CH2:24][C:25]1[CH:30]=[CH:29][CH:28]=[CH:27][CH:26]=1)=[O:22]. The catalyst is CC(C)=O. The product is [C:21]([NH:11][C:10]1[CH:12]=[CH:13][C:14]([N:15]2[CH2:20][CH2:19][O:18][CH2:17][CH2:16]2)=[CH:8][CH:9]=1)([O:23][CH2:24][C:25]1[CH:30]=[CH:29][CH:28]=[CH:27][CH:26]=1)=[O:22]. The yield is 0.900. (9) The reactants are [Br:1][C:2]1[CH:16]=[CH:15][C:5]2[N:6]=[CH:7][C:8]3[C:13]([C:4]=2[CH:3]=1)=[CH:12][CH:11]=[N:10][C:9]=3O.O=P(Cl)(Cl)[Cl:19]. The catalyst is CN(C=O)C. The product is [Br:1][C:2]1[CH:16]=[CH:15][C:5]2[N:6]=[CH:7][C:8]3[C:13]([C:4]=2[CH:3]=1)=[CH:12][CH:11]=[N:10][C:9]=3[Cl:19]. The yield is 0.950.